Dataset: Forward reaction prediction with 1.9M reactions from USPTO patents (1976-2016). Task: Predict the product of the given reaction. (1) Given the reactants [Br:1][C:2]1[CH:3]=[C:4]([NH:10][C:11]2C=CN=[CH:13][N:12]=2)[C:5](=[O:9])[N:6]([CH3:8])[CH:7]=1.[CH3:17][N:18]1[CH2:23][CH2:22]C2N=C(N)[S:26][C:20]=2[CH2:19]1.BrC1C(=O)N(C)C=C(Br)C=1, predict the reaction product. The product is: [Br:1][C:2]1[CH:3]=[C:4]([NH:10][C:11]2[S:26][C:20]3[CH2:19][N:18]([CH3:17])[CH2:23][CH2:22][C:13]=3[N:12]=2)[C:5](=[O:9])[N:6]([CH3:8])[CH:7]=1. (2) Given the reactants [CH2:1]([NH:8][CH2:9][CH2:10][C:11]1[CH:16]=[CH:15][C:14]([CH2:17][N:18]2[CH2:22][CH2:21][CH2:20][CH2:19]2)=[CH:13][CH:12]=1)[C:2]1[CH:7]=[CH:6][CH:5]=[CH:4][CH:3]=1.[Cl:23][C:24]1[CH:29]=[CH:28][C:27]([C:30]2[CH:35]=[CH:34][C:33]([C:36](O)=[O:37])=[CH:32][CH:31]=2)=[CH:26][CH:25]=1, predict the reaction product. The product is: [CH2:1]([N:8]([CH2:9][CH2:10][C:11]1[CH:12]=[CH:13][C:14]([CH2:17][N:18]2[CH2:22][CH2:21][CH2:20][CH2:19]2)=[CH:15][CH:16]=1)[C:36]([C:33]1[CH:32]=[CH:31][C:30]([C:27]2[CH:28]=[CH:29][C:24]([Cl:23])=[CH:25][CH:26]=2)=[CH:35][CH:34]=1)=[O:37])[C:2]1[CH:3]=[CH:4][CH:5]=[CH:6][CH:7]=1. (3) Given the reactants [OH-].[Na+].[Br-].[CH3:4][O:5][C:6]([CH2:8][P+:9]([C:22]1[CH:27]=[CH:26][CH:25]=[CH:24][CH:23]=1)([C:16]1[CH:21]=[CH:20][CH:19]=[CH:18][CH:17]=1)[C:10]1[CH:15]=[CH:14][CH:13]=[CH:12][CH:11]=1)=[O:7], predict the reaction product. The product is: [CH3:4][O:5][C:6]([CH:8]=[P:9]([C:22]1[CH:27]=[CH:26][CH:25]=[CH:24][CH:23]=1)([C:10]1[CH:11]=[CH:12][CH:13]=[CH:14][CH:15]=1)[C:16]1[CH:21]=[CH:20][CH:19]=[CH:18][CH:17]=1)=[O:7].